Dataset: Full USPTO retrosynthesis dataset with 1.9M reactions from patents (1976-2016). Task: Predict the reactants needed to synthesize the given product. (1) Given the product [Br:1][C:2]1[C:3]([O:18][C:15]2[CH:16]=[CH:17][C:12]([O:11][CH3:10])=[CH:13][CH:14]=2)=[N:4][C:5]([Cl:8])=[N:6][CH:7]=1, predict the reactants needed to synthesize it. The reactants are: [Br:1][C:2]1[C:3](Cl)=[N:4][C:5]([Cl:8])=[N:6][CH:7]=1.[CH3:10][O:11][C:12]1[CH:17]=[CH:16][C:15]([OH:18])=[CH:14][CH:13]=1.C(=O)([O-])[O-].[K+].[K+].O. (2) Given the product [Br-:27].[CH3:1][O:2][CH2:3][CH2:4][O:5][C:6]([NH:8][CH:9]([C:21]1[CH:22]=[CH:23][CH:24]=[CH:25][CH:26]=1)[C:10]([O:12][C@@H:13]1[CH:18]2[CH2:17][CH2:16][N+:15]([CH2:28][C:29](=[O:30])[C:31]3[CH:36]=[CH:35][CH:34]=[CH:33][CH:32]=3)([CH2:20][CH2:19]2)[CH2:14]1)=[O:11])=[O:7], predict the reactants needed to synthesize it. The reactants are: [CH3:1][O:2][CH2:3][CH2:4][O:5][C:6]([NH:8][CH:9]([C:21]1[CH:26]=[CH:25][CH:24]=[CH:23][CH:22]=1)[C:10]([O:12][C@@H:13]1[CH:18]2[CH2:19][CH2:20][N:15]([CH2:16][CH2:17]2)[CH2:14]1)=[O:11])=[O:7].[Br:27][CH2:28][C:29]([C:31]1[CH:36]=[CH:35][CH:34]=[CH:33][CH:32]=1)=[O:30]. (3) Given the product [C:2]([O:5][C@H:6]1[C@H:11]([NH2:12])[C@@H:10]([O:13][C:14](=[O:16])[CH3:15])[C@H:9]([O:17][C:18](=[O:20])[CH3:19])[C@@H:8]([CH2:21][O:22][C:23](=[O:25])[CH3:24])[O:7]1)(=[O:4])[CH3:3], predict the reactants needed to synthesize it. The reactants are: Cl.[C:2]([O:5][C@H:6]1[C@H:11]([NH2:12])[C@@H:10]([O:13][C:14](=[O:16])[CH3:15])[C@H:9]([O:17][C:18](=[O:20])[CH3:19])[C@@H:8]([CH2:21][O:22][C:23](=[O:25])[CH3:24])[O:7]1)(=[O:4])[CH3:3].C(N(CC)CC)C.C([O-])(O)=O.[Na+]. (4) Given the product [F:1][C:2]1[CH:11]=[C:6]([C:7]([O:9][CH3:10])=[O:8])[C:5]2[C:12](=[O:28])[CH:13]([C:22]3[N:26]([CH3:27])[N:25]=[CH:24][N:23]=3)[CH:14]([C:15]3[CH:16]=[CH:17][C:18]([F:21])=[CH:19][CH:20]=3)[N:29]([OH:30])[C:4]=2[CH:3]=1, predict the reactants needed to synthesize it. The reactants are: [F:1][C:2]1[CH:3]=[C:4]([N+:29]([O-])=[O:30])[C:5]([C:12](=[O:28])/[C:13](/[C:22]2[N:26]([CH3:27])[N:25]=[CH:24][N:23]=2)=[CH:14]/[C:15]2[CH:20]=[CH:19][C:18]([F:21])=[CH:17][CH:16]=2)=[C:6]([CH:11]=1)[C:7]([O:9][CH3:10])=[O:8]. (5) The reactants are: [F:1][C:2]1[C:11]2[O:10][CH2:9][CH:8]([CH2:12]OS(C3C=CC(C)=CC=3)(=O)=O)[O:7][C:6]=2[CH:5]=[C:4]([S:24]([CH3:27])(=[O:26])=[O:25])[CH:3]=1.[CH3:28][CH:29]([CH3:32])[CH2:30][NH2:31]. Given the product [F:1][C:2]1[C:11]2[O:10][CH2:9][CH:8]([CH2:12][NH:31][CH2:30][CH:29]([CH3:32])[CH3:28])[O:7][C:6]=2[CH:5]=[C:4]([S:24]([CH3:27])(=[O:25])=[O:26])[CH:3]=1, predict the reactants needed to synthesize it. (6) The reactants are: [CH2:1]([Li])[CH2:2][CH2:3]C.C(NC(C)C)(C)C.[CH2:13]([O:15][C:16]([CH:18]1[CH2:23][CH2:22][N:21]([C:24]([O:26][C:27]([CH3:30])([CH3:29])[CH3:28])=[O:25])[CH2:20][CH2:19]1)=[O:17])[CH3:14].C(Br)C=C.[Cl-].[NH4+]. Given the product [CH2:13]([O:15][C:16]([C:18]1([CH2:3][CH:2]=[CH2:1])[CH2:23][CH2:22][N:21]([C:24]([O:26][C:27]([CH3:29])([CH3:28])[CH3:30])=[O:25])[CH2:20][CH2:19]1)=[O:17])[CH3:14], predict the reactants needed to synthesize it.